Dataset: Full USPTO retrosynthesis dataset with 1.9M reactions from patents (1976-2016). Task: Predict the reactants needed to synthesize the given product. (1) Given the product [Cl:1][C:2]1[CH:10]=[C:9]2[C:5]([C:6]([CH2:18][C:19]3[CH:24]=[CH:23][CH:22]=[C:21]([Cl:25])[CH:20]=3)([CH:12]3[CH2:30][CH2:29][N:28]([C:33]([C:34]4[CH:39]=[CH:38][N:37]=[CH:36][CH:35]=4)=[O:40])[CH2:31][CH2:32]3)[C:7](=[O:11])[NH:8]2)=[CH:4][CH:3]=1, predict the reactants needed to synthesize it. The reactants are: [Cl:1][C:2]1[CH:10]=[C:9]2[C:5]([C:6]([CH2:18][C:19]3[CH:24]=[CH:23][CH:22]=[C:21]([Cl:25])[CH:20]=3)([CH:12]3CCCNC3)[C:7](=[O:11])[NH:8]2)=[CH:4][CH:3]=1.C([N:28]([CH2:31][CH3:32])[CH2:29][CH3:30])C.[C:33](Cl)(=[O:40])[C:34]1[CH:39]=[CH:38][N:37]=[CH:36][CH:35]=1. (2) Given the product [Cl:1][C:2]1[C:3]([C:9]2[CH:14]=[C:13]([F:15])[CH:12]=[CH:11][C:10]=2[O:16][CH3:17])=[CH:4][C:5]([NH2:19])=[N:6][CH:7]=1, predict the reactants needed to synthesize it. The reactants are: [Cl:1][C:2]1[C:3]([C:9]2[CH:14]=[C:13]([F:15])[CH:12]=[CH:11][C:10]=2[O:16][CH3:17])=[CH:4][C:5](F)=[N:6][CH:7]=1.[OH-].[NH4+:19]. (3) Given the product [Cl:1][C:2]1[CH:3]=[CH:4][C:5]([C:8]2[C:17]3[C:12](=[CH:13][CH:14]=[C:15]([C:18]([NH:63][CH2:62][C:58]4[CH:59]=[CH:60][CH:61]=[C:56]([S:53]([CH3:52])(=[O:55])=[O:54])[CH:57]=4)=[O:19])[CH:16]=3)[CH:11]=[N:10][CH:9]=2)=[CH:6][CH:7]=1, predict the reactants needed to synthesize it. The reactants are: [Cl:1][C:2]1[CH:7]=[CH:6][C:5]([C:8]2[C:17]3[C:12](=[CH:13][CH:14]=[C:15]([C:18](O)=[O:19])[CH:16]=3)[CH:11]=[N:10][CH:9]=2)=[CH:4][CH:3]=1.F[B-](F)(F)F.N1(OC(N(C)C)=[N+](C)C)C2C=CC=CC=2N=N1.C(N(CC)C(C)C)(C)C.[CH3:52][S:53]([C:56]1[CH:57]=[C:58]([CH2:62][NH2:63])[CH:59]=[CH:60][CH:61]=1)(=[O:55])=[O:54]. (4) Given the product [F:20][C:11]1[C:10]([N:9]([CH3:25])[C:1](=[O:8])[C:2]2[CH:3]=[CH:4][CH:5]=[CH:6][CH:7]=2)=[CH:19][CH:18]=[CH:17][C:12]=1[C:13]([O:15][CH3:16])=[O:14], predict the reactants needed to synthesize it. The reactants are: [C:1]([NH:9][C:10]1[C:11]([F:20])=[C:12]([CH:17]=[CH:18][CH:19]=1)[C:13]([O:15][CH3:16])=[O:14])(=[O:8])[C:2]1[CH:7]=[CH:6][CH:5]=[CH:4][CH:3]=1.S(OC)(O[CH3:25])(=O)=O.[OH-].[K+]. (5) Given the product [Cl:1][C:2]1[CH:7]=[CH:6][CH:5]=[C:4]([Cl:8])[C:3]=1[C:9]([NH:11][C@H:12]([C:31]([OH:33])=[O:32])[CH2:13][C:14]1[CH:19]=[CH:18][C:17]([CH2:20][NH:21][CH2:22][CH2:23][NH:24][C:25]2[CH:30]=[CH:29][CH:28]=[CH:27][N:26]=2)=[CH:16][CH:15]=1)=[O:10], predict the reactants needed to synthesize it. The reactants are: [Cl:1][C:2]1[CH:7]=[CH:6][CH:5]=[C:4]([Cl:8])[C:3]=1[C:9]([NH:11][C@H:12]([C:31]([O:33]C)=[O:32])[CH2:13][C:14]1[CH:19]=[CH:18][C:17]([CH2:20][NH:21][CH2:22][CH2:23][NH:24][C:25]2[CH:30]=[CH:29][CH:28]=[CH:27][N:26]=2)=[CH:16][CH:15]=1)=[O:10].[Li+].[OH-].